Dataset: Peptide-MHC class II binding affinity with 134,281 pairs from IEDB. Task: Regression. Given a peptide amino acid sequence and an MHC pseudo amino acid sequence, predict their binding affinity value. This is MHC class II binding data. (1) The peptide sequence is GSHYDQAQDSSRHSA. The MHC is DRB1_1001 with pseudo-sequence DRB1_1001. The binding affinity (normalized) is 0. (2) The peptide sequence is GLLQIVDKIDAAFKI. The MHC is DRB1_1101 with pseudo-sequence DRB1_1101. The binding affinity (normalized) is 0.706. (3) The peptide sequence is ATAANAAPANDKFTV. The MHC is HLA-DPA10103-DPB10301 with pseudo-sequence HLA-DPA10103-DPB10301. The binding affinity (normalized) is 0.158. (4) The peptide sequence is GHERGSETSTEYERL. The MHC is DRB1_0101 with pseudo-sequence DRB1_0101. The binding affinity (normalized) is 0.208. (5) The peptide sequence is SFSCIAIGIITLYLG. The MHC is DRB1_0401 with pseudo-sequence DRB1_0401. The binding affinity (normalized) is 0.450.